From a dataset of NCI-60 drug combinations with 297,098 pairs across 59 cell lines. Regression. Given two drug SMILES strings and cell line genomic features, predict the synergy score measuring deviation from expected non-interaction effect. (1) Drug 1: CC1OCC2C(O1)C(C(C(O2)OC3C4COC(=O)C4C(C5=CC6=C(C=C35)OCO6)C7=CC(=C(C(=C7)OC)O)OC)O)O. Drug 2: CN(C)N=NC1=C(NC=N1)C(=O)N. Cell line: MOLT-4. Synergy scores: CSS=69.5, Synergy_ZIP=0.625, Synergy_Bliss=1.27, Synergy_Loewe=2.36, Synergy_HSA=3.26. (2) Drug 1: CNC(=O)C1=CC=CC=C1SC2=CC3=C(C=C2)C(=NN3)C=CC4=CC=CC=N4. Drug 2: CC1=C2C(C(=O)C3(C(CC4C(C3C(C(C2(C)C)(CC1OC(=O)C(C(C5=CC=CC=C5)NC(=O)C6=CC=CC=C6)O)O)OC(=O)C7=CC=CC=C7)(CO4)OC(=O)C)O)C)OC(=O)C. Cell line: OVCAR-5. Synergy scores: CSS=26.1, Synergy_ZIP=1.45, Synergy_Bliss=3.77, Synergy_Loewe=-41.8, Synergy_HSA=2.68. (3) Drug 1: CC1=C(C=C(C=C1)NC(=O)C2=CC=C(C=C2)CN3CCN(CC3)C)NC4=NC=CC(=N4)C5=CN=CC=C5. Drug 2: CC1C(C(CC(O1)OC2CC(CC3=C2C(=C4C(=C3O)C(=O)C5=C(C4=O)C(=CC=C5)OC)O)(C(=O)CO)O)N)O.Cl. Cell line: CAKI-1. Synergy scores: CSS=35.9, Synergy_ZIP=1.64, Synergy_Bliss=3.52, Synergy_Loewe=-13.5, Synergy_HSA=0.808. (4) Drug 1: CN(C)C1=NC(=NC(=N1)N(C)C)N(C)C. Drug 2: CCC1=C2CN3C(=CC4=C(C3=O)COC(=O)C4(CC)O)C2=NC5=C1C=C(C=C5)O. Cell line: NCI/ADR-RES. Synergy scores: CSS=1.45, Synergy_ZIP=-5.31, Synergy_Bliss=-3.35, Synergy_Loewe=-26.4, Synergy_HSA=-4.76. (5) Drug 1: CC1CCC2CC(C(=CC=CC=CC(CC(C(=O)C(C(C(=CC(C(=O)CC(OC(=O)C3CCCCN3C(=O)C(=O)C1(O2)O)C(C)CC4CCC(C(C4)OC)OCCO)C)C)O)OC)C)C)C)OC. Drug 2: COCCOC1=C(C=C2C(=C1)C(=NC=N2)NC3=CC=CC(=C3)C#C)OCCOC.Cl. Cell line: T-47D. Synergy scores: CSS=10.1, Synergy_ZIP=-5.13, Synergy_Bliss=-0.655, Synergy_Loewe=-22.1, Synergy_HSA=-4.85. (6) Drug 1: CC1=C(C=C(C=C1)NC2=NC=CC(=N2)N(C)C3=CC4=NN(C(=C4C=C3)C)C)S(=O)(=O)N.Cl. Drug 2: CNC(=O)C1=CC=CC=C1SC2=CC3=C(C=C2)C(=NN3)C=CC4=CC=CC=N4. Cell line: HCC-2998. Synergy scores: CSS=-16.4, Synergy_ZIP=4.87, Synergy_Bliss=-4.79, Synergy_Loewe=-20.8, Synergy_HSA=-16.3.